From a dataset of Catalyst prediction with 721,799 reactions and 888 catalyst types from USPTO. Predict which catalyst facilitates the given reaction. (1) Reactant: [CH3:1][O:2][C:3]1[CH:4]=[C:5]([CH:11]=[C:12]([O:14][CH3:15])[CH:13]=1)/[CH:6]=[CH:7]/[C:8](O)=[O:9].S(Cl)([Cl:18])=O. Product: [CH3:1][O:2][C:3]1[CH:4]=[C:5]([CH:11]=[C:12]([O:14][CH3:15])[CH:13]=1)/[CH:6]=[CH:7]/[C:8]([Cl:18])=[O:9]. The catalyst class is: 2. (2) Product: [Br:1][C:2]1[C:3]([Cl:11])=[C:4]2[N:10]=[CH:9][N:8]([CH2:19][O:18][CH2:17][CH2:16][Si:15]([CH3:22])([CH3:21])[CH3:14])[C:5]2=[N:6][CH:7]=1. Reactant: [Br:1][C:2]1[C:3]([Cl:11])=[C:4]2[N:10]=[CH:9][NH:8][C:5]2=[N:6][CH:7]=1.[H-].[Na+].[CH3:14][Si:15]([CH3:22])([CH3:21])[CH2:16][CH2:17][O:18][CH2:19]Cl. The catalyst class is: 9. (3) Reactant: [NH2:1][C:2]1[CH:6]=[CH:5][O:4][N:3]=1.[Br:7][C:8]1[C:13]([Cl:14])=[CH:12][C:11]([N:15]2[C:24]3[C:19](=[CH:20][C:21]([S:25](Cl)(=[O:27])=[O:26])=[CH:22][CH:23]=3)[CH:18]=[CH:17][C:16]2=[NH:29])=[C:10]([O:30][CH3:31])[CH:9]=1.[Li+].C[Si]([N-][Si](C)(C)C)(C)C.C(O)(C(F)(F)F)=O. Product: [Br:7][C:8]1[C:13]([Cl:14])=[CH:12][C:11]([N:15]2[C:24]3[C:19](=[CH:20][C:21]([S:25]([NH:1][C:2]4[CH:6]=[CH:5][O:4][N:3]=4)(=[O:26])=[O:27])=[CH:22][CH:23]=3)[CH:18]=[CH:17][C:16]2=[NH:29])=[C:10]([O:30][CH3:31])[CH:9]=1. The catalyst class is: 1.